Predict the product of the given reaction. From a dataset of Forward reaction prediction with 1.9M reactions from USPTO patents (1976-2016). (1) The product is: [C:22]([C:21]1[C:20](=[O:19])[N:6]([CH:1]2[CH2:5][CH2:4][CH2:3][CH2:2]2)[C:7]2[N:8]=[C:9]([S:15][CH3:16])[N:10]=[CH:11][C:12]=2[CH:13]=1)(=[O:29])[C:23]1[CH:28]=[CH:27][CH:26]=[CH:25][CH:24]=1. Given the reactants [CH:1]1([NH:6][C:7]2[C:12]([CH:13]=O)=[CH:11][N:10]=[C:9]([S:15][CH3:16])[N:8]=2)[CH2:5][CH2:4][CH2:3][CH2:2]1.C([O:19][C:20](=O)[CH2:21][C:22](=[O:29])[C:23]1[CH:28]=[CH:27][CH:26]=[CH:25][CH:24]=1)C.N1CCCCC1, predict the reaction product. (2) Given the reactants [Cl:1][C:2]1[CH:7]=[CH:6][C:5]([C@@:8]23[O:15][C@@:12]([CH2:16][OH:17])([CH2:13][O:14]2)[C@@H:11]([OH:18])[C@H:10]([OH:19])[C@H:9]3[OH:20])=[CH:4][C:3]=1[CH2:21][C:22]1[CH:27]=[CH:26][C:25]([OH:28])=[CH:24][CH:23]=1.C(=O)([O-])[O-].[K+].[K+].Br[CH2:36][CH2:37][O:38]CC1C=CC=CC=1.O, predict the reaction product. The product is: [Cl:1][C:2]1[CH:7]=[CH:6][C:5]([C@@:8]23[O:15][C@@:12]([CH2:16][OH:17])([CH2:13][O:14]2)[C@@H:11]([OH:18])[C@H:10]([OH:19])[C@H:9]3[OH:20])=[CH:4][C:3]=1[CH2:21][C:22]1[CH:23]=[CH:24][C:25]([O:28][CH2:36][CH2:37][OH:38])=[CH:26][CH:27]=1.